This data is from Reaction yield outcomes from USPTO patents with 853,638 reactions. The task is: Predict the reaction yield, written as a fraction of the theoretical maximum amount of product (1.0 means a 100% yield; for example, 0.34 means a 34% yield). (1) The reactants are [CH3:1][C:2]1[N:3]=[C:4]([N:12]2[CH2:16][C@H:15]([CH3:17])[NH:14][C:13]2=[O:18])[S:5][C:6]=1[C:7]([O:9][CH2:10][CH3:11])=[O:8].C(=O)([O-])[O-].[Cs+].[Cs+].[F:25][C:26]1[CH:33]=[CH:32][C:29]([CH2:30]Br)=[CH:28][CH:27]=1. The catalyst is CC(=O)CC. The product is [F:25][C:26]1[CH:33]=[CH:32][C:29]([CH2:30][N:14]2[C@@H:15]([CH3:17])[CH2:16][N:12]([C:4]3[S:5][C:6]([C:7]([O:9][CH2:10][CH3:11])=[O:8])=[C:2]([CH3:1])[N:3]=3)[C:13]2=[O:18])=[CH:28][CH:27]=1. The yield is 0.870. (2) The reactants are [CH3:1][CH2:2][CH2:3][S:4]([NH:7][C:8]1[CH:9]=[CH:10][C:11]([F:33])=[C:12]([C:15]([C:17]2[C:21]3[CH:22]=[C:23]([C:26]4[CH:27]=[CH:28][C:29]([Cl:32])=[CH:30][CH:31]=4)[CH:24]=[N:25][C:20]=3[NH:19][CH:18]=2)=[O:16])[C:13]=1[F:14])(=[O:6])=[O:5].[OH-].[OH:35][CH2:36][CH2:37][N+:38]([CH3:41])([CH3:40])[CH3:39].CO.C(O)C. The catalyst is CC(C)=O.CCCCCC. The product is [CH3:1][CH2:2][CH2:3][S:4]([NH:7][C:8]1[CH:9]=[CH:10][C:11]([F:33])=[C:12]([C:15]([C:17]2[C:21]3[CH:22]=[C:23]([C:26]4[CH:27]=[CH:28][C:29]([Cl:32])=[CH:30][CH:31]=4)[CH:24]=[N:25][C:20]=3[NH:19][CH:18]=2)=[O:16])[C:13]=1[F:14])(=[O:6])=[O:5].[OH:35][CH2:36][CH2:37][N+:38]([CH3:41])([CH3:40])[CH3:39]. The yield is 0.330. (3) The reactants are [CH3:1][O:2][C:3]1[C:4](=[O:25])[C:5]([CH3:24])=[C:6]([CH2:12][C:13]2[CH:18]=[CH:17][C:16]([CH:19]=[CH:20][C:21](O)=[O:22])=[CH:15][CH:14]=2)[C:7](=[O:11])[C:8]=1[O:9][CH3:10].[CH2:26]([NH2:33])[C:27]1[CH:32]=[CH:31][CH:30]=[CH:29][CH:28]=1. No catalyst specified. The product is [CH3:1][O:2][C:3]1[C:4](=[O:25])[C:5]([CH3:24])=[C:6]([CH2:12][C:13]2[CH:14]=[CH:15][C:16]([CH:19]=[CH:20][C:21]([NH:33][CH2:26][C:27]3[CH:32]=[CH:31][CH:30]=[CH:29][CH:28]=3)=[O:22])=[CH:17][CH:18]=2)[C:7](=[O:11])[C:8]=1[O:9][CH3:10]. The yield is 0.420. (4) The reactants are C([N:8]1[C:12]2=[C:13]([NH:28][S:29]([CH:32]3[CH2:34][CH2:33]3)(=[O:31])=[O:30])[C:14]([NH:19][C:20]3[CH:25]=[CH:24][C:23]([I:26])=[CH:22][C:21]=3[F:27])=[C:15]([CH3:18])[C:16](=[O:17])[N:11]2[CH2:10][CH2:9]1)C1C=CC=CC=1. The catalyst is C(Cl)Cl. The product is [F:27][C:21]1[CH:22]=[C:23]([I:26])[CH:24]=[CH:25][C:20]=1[NH:19][C:14]1[C:13]([NH:28][S:29]([CH:32]2[CH2:33][CH2:34]2)(=[O:31])=[O:30])=[C:12]2[NH:8][CH2:9][CH2:10][N:11]2[C:16](=[O:17])[C:15]=1[CH3:18]. The yield is 0.0909. (5) The reactants are [Br:1][C:2]1[CH:7]=[CH:6][C:5]([OH:8])=[CH:4][CH:3]=1.[Cl:9][C:10]1[CH:15]=[C:14]([Cl:16])[CH:13]=[CH:12][C:11]=1[C:17]1[CH:18]=[C:19](C(=C)C(O)=O)C=CC=1.S(=O)(=O)(O)[OH:29]. The catalyst is C(O)(=O)C. The product is [Br:1][C:2]1[CH:7]=[C:6]2[C:5](=[CH:4][CH:3]=1)[O:8][C:19](=[O:29])[CH2:18][CH:17]2[C:11]1[CH:12]=[CH:13][C:14]([Cl:16])=[CH:15][C:10]=1[Cl:9]. The yield is 0.560. (6) The reactants are [CH2:1]([O:8][C:9]1[C:14]([CH2:15][N:16]2[CH2:25][CH2:24][C:23]3[C:18](=[C:19]([Cl:28])[C:20](Br)=[CH:21][C:22]=3[Cl:26])[C:17]2=[O:29])=[C:13]([CH3:30])[CH:12]=[C:11]([CH3:31])[N:10]=1)[C:2]1[CH:7]=[CH:6][CH:5]=[CH:4][CH:3]=1.[CH3:32][C:33]1[C:37](B2OC(C)(C)C(C)(C)O2)=[C:36]([CH3:47])[O:35][N:34]=1.[F-].[Cs+]. The catalyst is O1CCOCC1.C1C=CC([P]([Pd]([P](C2C=CC=CC=2)(C2C=CC=CC=2)C2C=CC=CC=2)([P](C2C=CC=CC=2)(C2C=CC=CC=2)C2C=CC=CC=2)[P](C2C=CC=CC=2)(C2C=CC=CC=2)C2C=CC=CC=2)(C2C=CC=CC=2)C2C=CC=CC=2)=CC=1. The product is [CH2:1]([O:8][C:9]1[C:14]([CH2:15][N:16]2[CH2:25][CH2:24][C:23]3[C:18](=[C:19]([Cl:28])[C:20]([C:37]4[C:33]([CH3:32])=[N:34][O:35][C:36]=4[CH3:47])=[CH:21][C:22]=3[Cl:26])[C:17]2=[O:29])=[C:13]([CH3:30])[CH:12]=[C:11]([CH3:31])[N:10]=1)[C:2]1[CH:7]=[CH:6][CH:5]=[CH:4][CH:3]=1. The yield is 0.780. (7) The reactants are Br[C:2]1[C:3]2[CH:13]=[CH:12][C:11]([C:14]#[N:15])=[CH:10][C:4]=2[S:5][C:6]=1[N+:7]([O-:9])=[O:8].[F:16][C:17]1[CH:22]=[CH:21][C:20]([NH2:23])=[CH:19][C:18]=1[Cl:24]. The catalyst is CN(C=O)C.CC(OC)(C)C. The product is [Cl:24][C:18]1[CH:19]=[C:20]([NH:23][C:2]2[C:3]3[CH:13]=[CH:12][C:11]([C:14]#[N:15])=[CH:10][C:4]=3[S:5][C:6]=2[N+:7]([O-:9])=[O:8])[CH:21]=[CH:22][C:17]=1[F:16]. The yield is 0.460. (8) The reactants are OC1C=C(N[C:9]2[N:14]=[C:13]([NH:15][C:16]3[CH:21]=[CH:20][CH:19]=[C:18]([OH:22])[CH:17]=3)[C:12]([F:23])=[CH:11][N:10]=2)C=CC=1.[OH:24][C:25]1[C:26]([CH3:32])=[C:27]([CH:29]=[CH:30][CH:31]=1)[NH2:28].Cl[C:34]1N=C(Cl)C(F)=CN=1. No catalyst specified. The product is [OH:24][C:25]1[C:26]([CH3:32])=[C:27]([NH:28][C:9]2[N:14]=[C:13]([NH:15][C:16]3[CH:21]=[CH:20][CH:19]=[C:18]([OH:22])[C:17]=3[CH3:34])[C:12]([F:23])=[CH:11][N:10]=2)[CH:29]=[CH:30][CH:31]=1. The yield is 0.880. (9) The reactants are [F:1][C:2]1[C:8]([F:9])=[C:7]([N:10]2[CH2:15][CH2:14][N:13]([CH3:16])[CH2:12][CH2:11]2)[CH:6]=[CH:5][C:3]=1[NH2:4].Cl[C:18]1[N:27]=[CH:26][C:25]2[C:20](=[C:21]([C:28]3[CH:29]=[C:30]([NH:34][C:35](=[O:38])[CH:36]=[CH2:37])[CH:31]=[CH:32][CH:33]=3)[CH:22]=[CH:23][CH:24]=2)[N:19]=1.C(O)(C(F)(F)F)=O. The catalyst is CCCCO. The product is [F:1][C:2]1[C:8]([F:9])=[C:7]([N:10]2[CH2:15][CH2:14][N:13]([CH3:16])[CH2:12][CH2:11]2)[CH:6]=[CH:5][C:3]=1[NH:4][C:18]1[N:27]=[CH:26][C:25]2[C:20](=[C:21]([C:28]3[CH:29]=[C:30]([NH:34][C:35](=[O:38])[CH:36]=[CH2:37])[CH:31]=[CH:32][CH:33]=3)[CH:22]=[CH:23][CH:24]=2)[N:19]=1. The yield is 0.140.